Dataset: Catalyst prediction with 721,799 reactions and 888 catalyst types from USPTO. Task: Predict which catalyst facilitates the given reaction. (1) Reactant: [OH:1][C:2]1[CH:7]=[CH:6][C:5]([C:8]2[O:9][C:10]3[CH:26]=[CH:25][C:24]([NH:27]C(=O)C)=[CH:23][C:11]=3[C:12](=[O:22])[C:13]=2[O:14][CH2:15][C:16]2[CH:21]=[CH:20][CH:19]=[CH:18][CH:17]=2)=[CH:4][CH:3]=1.[ClH:31]. Product: [ClH:31].[OH:1][C:2]1[CH:3]=[CH:4][C:5]([C:8]2[O:9][C:10]3[CH:26]=[CH:25][C:24]([NH2:27])=[CH:23][C:11]=3[C:12](=[O:22])[C:13]=2[O:14][CH2:15][C:16]2[CH:21]=[CH:20][CH:19]=[CH:18][CH:17]=2)=[CH:6][CH:7]=1. The catalyst class is: 147. (2) Reactant: C(OC(=O)[NH:7][C:8]1[CH:13]=[C:12]([NH:14][CH:15]([CH3:17])[CH3:16])[C:11]([Cl:18])=[CH:10][C:9]=1[NH:19][C:20](=[O:36])[CH2:21][C:22]([C:24]1[CH:29]=[CH:28][CH:27]=[C:26]([C:30]2[O:34][N:33]=[C:32]([CH3:35])[CH:31]=2)[CH:25]=1)=O)(C)(C)C.C(O)(C(F)(F)F)=O. Product: [Cl:18][C:11]1[C:12]([NH:14][CH:15]([CH3:17])[CH3:16])=[CH:13][C:8]2[N:7]=[C:22]([C:24]3[CH:29]=[CH:28][CH:27]=[C:26]([C:30]4[O:34][N:33]=[C:32]([CH3:35])[CH:31]=4)[CH:25]=3)[CH2:21][C:20](=[O:36])[NH:19][C:9]=2[CH:10]=1. The catalyst class is: 2. (3) Reactant: [F:1][C:2]([F:27])([F:26])[C:3]([C:9]1[CH:14]=[CH:13][C:12]([CH2:15][S:16]([C:19]2[CH:24]=[CH:23][C:22]([F:25])=[CH:21][CH:20]=2)(=[O:18])=[O:17])=[CH:11][CH:10]=1)([OH:8])[C:4]([F:7])([F:6])[F:5].[CH2:28](Br)[C:29]1[CH:34]=[CH:33][CH:32]=[CH:31][CH:30]=1.C(=O)([O-])[O-].[K+].[K+]. Product: [CH2:28]([O:8][C:3]([C:9]1[CH:10]=[CH:11][C:12]([CH2:15][S:16]([C:19]2[CH:20]=[CH:21][C:22]([F:25])=[CH:23][CH:24]=2)(=[O:18])=[O:17])=[CH:13][CH:14]=1)([C:4]([F:7])([F:6])[F:5])[C:2]([F:26])([F:1])[F:27])[C:29]1[CH:34]=[CH:33][CH:32]=[CH:31][CH:30]=1. The catalyst class is: 9. (4) Reactant: [CH2:1]([O:3][C:4]([C:6]1[O:10][C:9]([C:11]2(Br)[CH2:16][CH2:15][CH2:14][CH2:13][CH2:12]2)=[N:8][C:7]=1[CH2:18]Br)=[O:5])[CH3:2].[H-].[Na+].[C:22](O)(=[O:24])[CH3:23]. Product: [CH2:1]([O:3][C:4]([C:6]1[O:10][C:9]([CH:11]2[CH2:16][CH2:15][CH2:14][CH2:13][CH2:12]2)=[N:8][C:7]=1[CH2:18][O:24][CH2:22][CH3:23])=[O:5])[CH3:2]. The catalyst class is: 29.